This data is from Catalyst prediction with 721,799 reactions and 888 catalyst types from USPTO. The task is: Predict which catalyst facilitates the given reaction. Reactant: [Br:1][C:2]1[CH:15]=[CH:14][C:5]([C:6]([NH:8][CH:9]([CH3:13])[C:10]([O-:12])=[O:11])=[O:7])=[CH:4][CH:3]=1.[OH-].[Na+]. Product: [Br:1][C:2]1[CH:3]=[CH:4][C:5]([C:6]([NH:8][CH:9]([CH3:13])[C:10]([OH:12])=[O:11])=[O:7])=[CH:14][CH:15]=1. The catalyst class is: 5.